This data is from Full USPTO retrosynthesis dataset with 1.9M reactions from patents (1976-2016). The task is: Predict the reactants needed to synthesize the given product. (1) Given the product [Cl:1][C:2]1[CH:3]=[CH:4][C:5]([N:8]2[C:16]([N:17]([C:18]3[CH:19]=[CH:20][CH:21]=[CH:22][CH:23]=3)[C:31]([NH:30][CH:24]3[CH2:29][CH2:28][CH2:27][CH2:26][CH2:25]3)=[O:32])=[C:15]3[C:10]([CH:11]=[CH:12][CH:13]=[CH:14]3)=[N:9]2)=[CH:6][CH:7]=1, predict the reactants needed to synthesize it. The reactants are: [Cl:1][C:2]1[CH:7]=[CH:6][C:5]([N:8]2[C:16]([NH:17][C:18]3[CH:23]=[CH:22][CH:21]=[CH:20][CH:19]=3)=[C:15]3[C:10]([CH:11]=[CH:12][CH:13]=[CH:14]3)=[N:9]2)=[CH:4][CH:3]=1.[CH:24]1([N:30]=[C:31]=[O:32])[CH2:29][CH2:28][CH2:27][CH2:26][CH2:25]1. (2) Given the product [Cl:27][C:25]1[CH:26]=[C:14]([NH:13][C:12](=[S:29])[NH:11][C:8]2[CH:9]=[CH:10][C:5]([NH:4][C:1](=[O:3])[CH3:2])=[CH:6][CH:7]=2)[CH:15]=[C:16]([Cl:28])[C:17]=1[O:18][CH2:19][CH2:20][OH:21], predict the reactants needed to synthesize it. The reactants are: [C:1]([NH:4][C:5]1[CH:10]=[CH:9][C:8]([NH:11][C:12](=[S:29])[NH:13][C:14]2[CH:26]=[C:25]([Cl:27])[C:17]([O:18][CH2:19][CH2:20][O:21]C(=O)C)=[C:16]([Cl:28])[CH:15]=2)=[CH:7][CH:6]=1)(=[O:3])[CH3:2].O1CCCC1.[OH-].[Na+].Cl. (3) Given the product [CH2:1]([O:3][C:4](=[O:28])[C:5]1[CH:10]=[CH:9][CH:8]=[C:7]([N:11]2[C:15]([CH3:16])=[CH:14][CH:13]=[C:12]2[C:17]2[CH:22]=[C:21]([C:23]([F:24])([F:26])[F:25])[CH:20]=[CH:19][C:18]=2[O:27][CH2:34][C:33]2[CH:36]=[CH:37][C:30]([F:29])=[CH:31][CH:32]=2)[CH:6]=1)[CH3:2], predict the reactants needed to synthesize it. The reactants are: [CH2:1]([O:3][C:4](=[O:28])[C:5]1[CH:10]=[CH:9][CH:8]=[C:7]([N:11]2[C:15]([CH3:16])=[CH:14][CH:13]=[C:12]2[C:17]2[CH:22]=[C:21]([C:23]([F:26])([F:25])[F:24])[CH:20]=[CH:19][C:18]=2[OH:27])[CH:6]=1)[CH3:2].[F:29][C:30]1[CH:37]=[CH:36][C:33]([CH2:34]Br)=[CH:32][CH:31]=1.C(=O)([O-])[O-].[K+].[K+]. (4) Given the product [C:22]([O:26][C:27]([N:12]1[CH2:11][CH:10]=[C:9]([C:6]2[CH:7]=[CH:8][C:3]([Cl:2])=[CH:4][CH:5]=2)[CH2:14][CH2:13]1)=[O:28])([CH3:25])([CH3:24])[CH3:23], predict the reactants needed to synthesize it. The reactants are: Cl.[Cl:2][C:3]1[CH:8]=[CH:7][C:6]([C:9]2[CH2:10][CH2:11][NH:12][CH2:13][CH:14]=2)=[CH:5][CH:4]=1.C(N(CC)CC)C.[C:22]([O:26][C:27](O[C:27]([O:26][C:22]([CH3:25])([CH3:24])[CH3:23])=[O:28])=[O:28])([CH3:25])([CH3:24])[CH3:23].C(N1CCC(=O)CC1)C1C=CC=CC=1.Cl.